From a dataset of Retrosynthesis with 50K atom-mapped reactions and 10 reaction types from USPTO. Predict the reactants needed to synthesize the given product. Given the product N#Cc1cnc(Nc2ccnc(Cl)n2)s1, predict the reactants needed to synthesize it. The reactants are: N#Cc1cnc(Cl)s1.Nc1ccnc(Cl)n1.